From a dataset of Catalyst prediction with 721,799 reactions and 888 catalyst types from USPTO. Predict which catalyst facilitates the given reaction. (1) Reactant: [NH2:1][C:2]1[CH:7]=[C:6]([F:8])[C:5]([F:9])=[CH:4][C:3]=1[NH:10][C:11](=O)[C@@H:12]([NH:14][C:15](=[O:21])[O:16][C:17]([CH3:20])([CH3:19])[CH3:18])[CH3:13]. Product: [F:9][C:5]1[C:6]([F:8])=[CH:7][C:2]2[NH:1][C:11]([C@@H:12]([NH:14][C:15](=[O:21])[O:16][C:17]([CH3:20])([CH3:19])[CH3:18])[CH3:13])=[N:10][C:3]=2[CH:4]=1. The catalyst class is: 52. (2) Reactant: [CH3:1][C:2]1[C:6]([CH2:7][O:8][C:9]2[CH:14]=[CH:13][C:12]([CH2:15][C:16]([O:18][CH2:19][C:20]3[CH:25]=[CH:24][CH:23]=[CH:22][CH:21]=3)=[O:17])=[CH:11][C:10]=2[CH:26]=[O:27])=[C:5]([CH3:28])[O:4][N:3]=1.P([O-])(O)(O)=[O:30].[Na+].Cl([O-])=O.[Na+].C([O-])([O-])=O.[Na+].[Na+]. Product: [CH2:19]([O:18][C:16](=[O:17])[CH2:15][C:12]1[CH:13]=[CH:14][C:9]([O:8][CH2:7][C:6]2[C:2]([CH3:1])=[N:3][O:4][C:5]=2[CH3:28])=[C:10]([CH:11]=1)[C:26]([OH:30])=[O:27])[C:20]1[CH:21]=[CH:22][CH:23]=[CH:24][CH:25]=1. The catalyst class is: 58. (3) The catalyst class is: 44. Reactant: C(=O)([O-])[O-].[K+].[K+].Cl[C:8]1[CH:13]=[C:12]([O:14][CH3:15])[C:11]([N+:16]([O-:18])=[O:17])=[CH:10][C:9]=1[O:19][CH3:20].[N:21]1([C:27](=[O:29])[CH3:28])[CH2:26][CH2:25][NH:24][CH2:23][CH2:22]1. Product: [CH3:20][O:19][C:9]1[CH:10]=[C:11]([N+:16]([O-:18])=[O:17])[C:12]([O:14][CH3:15])=[CH:13][C:8]=1[N:24]1[CH2:25][CH2:26][N:21]([C:27](=[O:29])[CH3:28])[CH2:22][CH2:23]1. (4) Reactant: [NH2:1][C:2]1[CH:3]=[C:4]([CH:7]=[C:8]([CH3:32])[C:9]=1[C:10]#[C:11][CH2:12][C:13]([CH2:19][C:20]1([CH3:31])[C:29]2[C:24](=[CH:25][CH:26]=[C:27]([F:30])[CH:28]=2)[O:23][CH2:22][CH2:21]1)([OH:18])[C:14]([F:17])([F:16])[F:15])[C:5]#[N:6].FC(F)(F)C(OC(=O)C(F)(F)F)=O.CN(C)C(=N)N(C)C. Product: [CH3:32][C:8]1[CH:7]=[C:4]([C:5]#[N:6])[CH:3]=[C:2]2[C:9]=1[CH:10]=[C:11]([CH2:12][C:13]([CH2:19][C:20]1([CH3:31])[C:29]3[C:24](=[CH:25][CH:26]=[C:27]([F:30])[CH:28]=3)[O:23][CH2:22][CH2:21]1)([OH:18])[C:14]([F:15])([F:16])[F:17])[NH:1]2. The catalyst class is: 4. (5) Reactant: [CH3:1][N:2]1[C:6]2[CH:7]=[C:8]([O:36][C:37]3[CH:42]=[CH:41][CH:40]=[C:39]([O:43][CH2:44][CH2:45][CH3:46])[CH:38]=3)[C:9]([NH:11][S:12]([C:15]3[CH:16]=[C:17]([CH:33]=[CH:34][CH:35]=3)[O:18][CH2:19]/[CH:20]=[CH:21]/[CH2:22][CH2:23][CH2:24][NH:25]C(=O)OC(C)(C)C)(=[O:14])=[O:13])=[CH:10][C:5]=2[N:4]([CH3:47])[C:3]1=[O:48].[C:49]([OH:55])([C:51]([F:54])([F:53])[F:52])=[O:50]. Product: [F:52][C:51]([F:54])([F:53])[C:49]([OH:55])=[O:50].[NH2:25][CH2:24][CH2:23][CH2:22]/[CH:21]=[CH:20]/[CH2:19][O:18][C:17]1[CH:16]=[C:15]([S:12]([NH:11][C:9]2[C:8]([O:36][C:37]3[CH:42]=[CH:41][CH:40]=[C:39]([O:43][CH2:44][CH2:45][CH3:46])[CH:38]=3)=[CH:7][C:6]3[N:2]([CH3:1])[C:3](=[O:48])[N:4]([CH3:47])[C:5]=3[CH:10]=2)(=[O:13])=[O:14])[CH:35]=[CH:34][CH:33]=1. The catalyst class is: 2. (6) Reactant: C[O:2][C:3]1[C:8]([CH2:9][NH:10]C(=O)OC(C)(C)C)=[C:7]([CH3:18])[CH:6]=[C:5]([CH3:19])[N:4]=1. Product: [NH2:10][CH2:9][C:8]1[C:3](=[O:2])[NH:4][C:5]([CH3:19])=[CH:6][C:7]=1[CH3:18]. The catalyst class is: 33.